Dataset: Reaction yield outcomes from USPTO patents with 853,638 reactions. Task: Predict the reaction yield, written as a fraction of the theoretical maximum amount of product (1.0 means a 100% yield; for example, 0.34 means a 34% yield). (1) The reactants are [Cl:1][C:2]1[CH:7]=[C:6]([NH2:8])[CH:5]=[C:4]([Cl:9])[C:3]=1[C:10]1[CH:15]=[CH:14][CH:13]=[CH:12][C:11]=1[F:16].N1([C:22](N2C=CN=C2)=[S:23])C=CN=C1. The catalyst is C(Cl)Cl. The product is [Cl:1][C:2]1[CH:7]=[C:6]([N:8]=[C:22]=[S:23])[CH:5]=[C:4]([Cl:9])[C:3]=1[C:10]1[CH:15]=[CH:14][CH:13]=[CH:12][C:11]=1[F:16]. The yield is 0.770. (2) The reactants are [CH3:1][O:2][C:3]1[CH:8]=[CH:7][C:6]([N:9]2[CH2:14][CH2:13][N:12]([CH2:15][CH2:16][NH2:17])[CH2:11][CH2:10]2)=[CH:5][CH:4]=1.[C:18]([N:22]1[C:26]([CH2:27][CH:28]([CH3:30])[CH3:29])=[CH:25][C:24]([CH:31]=O)=[N:23]1)([CH3:21])([CH3:20])[CH3:19]. No catalyst specified. The product is [C:18]([N:22]1[C:26]([CH2:27][CH:28]([CH3:29])[CH3:30])=[CH:25][C:24]([CH2:31][NH:17][CH2:16][CH2:15][N:12]2[CH2:11][CH2:10][N:9]([C:6]3[CH:5]=[CH:4][C:3]([O:2][CH3:1])=[CH:8][CH:7]=3)[CH2:14][CH2:13]2)=[N:23]1)([CH3:21])([CH3:20])[CH3:19]. The yield is 0.352. (3) The reactants are [CH:1]([C:4]1[CH:9]=[CH:8][C:7]([CH:10]2[C:14]3[C:15]([CH3:31])=[C:16]([NH:22][C:23](=[O:30])OCC(Cl)(Cl)Cl)[C:17]([CH3:21])=[C:18]([O:19][CH3:20])[C:13]=3[O:12][CH2:11]2)=[CH:6][CH:5]=1)([CH3:3])[CH3:2].[NH2:32][CH2:33][CH2:34][OH:35]. The catalyst is CCCCCC.C(OCC)(=O)C. The product is [OH:35][CH2:34][CH2:33][NH:32][C:23]([NH:22][C:16]1[C:17]([CH3:21])=[C:18]([O:19][CH3:20])[C:13]2[O:12][CH2:11][CH:10]([C:7]3[CH:8]=[CH:9][C:4]([CH:1]([CH3:2])[CH3:3])=[CH:5][CH:6]=3)[C:14]=2[C:15]=1[CH3:31])=[O:30]. The yield is 0.590. (4) The reactants are S(S([O-])=O)([O-])=O.[Na+].[Na+].O.[CH2:10]([O:17][C:18]1[C:33]([O:34][CH3:35])=[CH:32][C:21]([C:22]([O:24][CH2:25][C:26]2[CH:31]=[CH:30][CH:29]=[CH:28][CH:27]=2)=[O:23])=[C:20]([N+:36]([O-])=O)[CH:19]=1)[C:11]1[CH:16]=[CH:15][CH:14]=[CH:13][CH:12]=1. The catalyst is C(#N)C. The product is [NH2:36][C:20]1[CH:19]=[C:18]([O:17][CH2:10][C:11]2[CH:12]=[CH:13][CH:14]=[CH:15][CH:16]=2)[C:33]([O:34][CH3:35])=[CH:32][C:21]=1[C:22]([O:24][CH2:25][C:26]1[CH:27]=[CH:28][CH:29]=[CH:30][CH:31]=1)=[O:23]. The yield is 0.710. (5) The reactants are Br[C:2]1[CH:7]=[CH:6][C:5]([NH:8][N:9]2[C:17](=[O:18])[C:16]3[C:11](=[CH:12][CH:13]=[CH:14][CH:15]=3)[C:10]2=[O:19])=[CH:4][CH:3]=1.C([O-])([O-])=O.[K+].[K+].CO[CH2:28][CH2:29]OC. The catalyst is O.C1C=CC([P]([Pd]([P](C2C=CC=CC=2)(C2C=CC=CC=2)C2C=CC=CC=2)([P](C2C=CC=CC=2)(C2C=CC=CC=2)C2C=CC=CC=2)[P](C2C=CC=CC=2)(C2C=CC=CC=2)C2C=CC=CC=2)(C2C=CC=CC=2)C2C=CC=CC=2)=CC=1. The product is [CH:28]([C:2]1[CH:7]=[CH:6][C:5]([NH:8][N:9]2[C:17](=[O:18])[C:16]3[C:11](=[CH:12][CH:13]=[CH:14][CH:15]=3)[C:10]2=[O:19])=[CH:4][CH:3]=1)=[CH2:29]. The yield is 0.130. (6) The reactants are [CH3:16][C:11]1([CH3:17])[C:12]([CH3:15])([CH3:14])[O:13][B:9]([B:9]2[O:13][C:12]([CH3:15])([CH3:14])[C:11]([CH3:17])([CH3:16])[O:10]2)[O:10]1.Br[C:20]1[CH:25]=[CH:24][C:23]([CH2:26][C:27]([NH:29][C:30]2[O:34][N:33]=[C:32]([C:35]([CH3:41])([CH3:40])[C:36]([F:39])([F:38])[F:37])[CH:31]=2)=[O:28])=[C:22]([F:42])[CH:21]=1.CC([O-])=O.[K+]. The catalyst is O1CCOCC1.C1C=CC(P(C2C=CC=CC=2)[C-]2C=CC=C2)=CC=1.C1C=CC(P(C2C=CC=CC=2)[C-]2C=CC=C2)=CC=1.Cl[Pd]Cl.[Fe+2]. The product is [F:42][C:22]1[CH:21]=[C:20]([B:9]2[O:10][C:11]([CH3:16])([CH3:17])[C:12]([CH3:14])([CH3:15])[O:13]2)[CH:25]=[CH:24][C:23]=1[CH2:26][C:27]([NH:29][C:30]1[O:34][N:33]=[C:32]([C:35]([CH3:41])([CH3:40])[C:36]([F:39])([F:37])[F:38])[CH:31]=1)=[O:28]. The yield is 0.550. (7) The reactants are Cl.[N+:2]([C:5]1[CH:12]=[CH:11][CH:10]=[C:9]([O:13][CH2:14][CH:15]2[CH2:19][CH2:18][NH:17][CH2:16]2)[C:6]=1[C:7]#[N:8])([O-:4])=[O:3].[C:20](Cl)(=[O:24])[CH2:21][CH2:22][CH3:23]. No catalyst specified. The product is [N+:2]([C:5]1[CH:12]=[CH:11][CH:10]=[C:9]([O:13][CH2:14][CH:15]2[CH2:19][CH2:18][N:17]([C:20](=[O:24])[CH2:21][CH2:22][CH3:23])[CH2:16]2)[C:6]=1[C:7]#[N:8])([O-:4])=[O:3]. The yield is 1.00. (8) The reactants are Cl.[NH2:2][C@@H:3]1[C:11]2[C:6](=[C:7]([C:12]3[S:16][N:15]=[C:14]([C:17]4[CH:18]=[CH:19][C:20]([O:25][CH:26]([CH3:28])[CH3:27])=[C:21]([CH:24]=4)[C:22]#[N:23])[N:13]=3)[CH:8]=[CH:9][CH:10]=2)[CH2:5][CH2:4]1.[S:29](N)([NH2:32])(=[O:31])=[O:30]. The catalyst is O1CCOCC1. The product is [C:22]([C:21]1[CH:24]=[C:17]([C:14]2[N:13]=[C:12]([C:7]3[CH:8]=[CH:9][CH:10]=[C:11]4[C:6]=3[CH2:5][CH2:4][C@@H:3]4[NH:2][S:29]([NH2:32])(=[O:31])=[O:30])[S:16][N:15]=2)[CH:18]=[CH:19][C:20]=1[O:25][CH:26]([CH3:28])[CH3:27])#[N:23]. The yield is 0.660.